This data is from Full USPTO retrosynthesis dataset with 1.9M reactions from patents (1976-2016). The task is: Predict the reactants needed to synthesize the given product. (1) Given the product [Cl:1][C:2]1[N:3]=[CH:4][C:5]2[C:10]([CH3:11])=[CH:9][N:8]([C:13]3[CH:18]=[CH:17][CH:16]=[CH:15][N:14]=3)[C:6]=2[N:7]=1, predict the reactants needed to synthesize it. The reactants are: [Cl:1][C:2]1[N:3]=[CH:4][C:5]2[C:10]([CH3:11])=[CH:9][NH:8][C:6]=2[N:7]=1.Br[C:13]1[CH:18]=[CH:17][CH:16]=[CH:15][N:14]=1.[O-]P([O-])([O-])=O.[K+].[K+].[K+].N[C@@H]1CCCC[C@H]1N. (2) Given the product [CH:1]1([CH2:6][CH:7]([C:18]2[CH:23]=[CH:22][C:21]([C:24]([OH:27])([CH3:25])[CH3:26])=[CH:20][CH:19]=2)[C:8]2[NH:17][C:11]3=[N:12][CH:13]=[C:14]([F:16])[CH:15]=[C:10]3[CH:9]=2)[CH2:5][CH2:4][CH2:3][CH2:2]1, predict the reactants needed to synthesize it. The reactants are: [CH:1]1([CH:6]=[C:7]([C:18]2[CH:23]=[CH:22][C:21]([C:24]([OH:27])([CH3:26])[CH3:25])=[CH:20][CH:19]=2)[C:8]2[NH:17][C:11]3=[N:12][CH:13]=[C:14]([F:16])[CH:15]=[C:10]3[CH:9]=2)[CH2:5][CH2:4][CH2:3][CH2:2]1. (3) Given the product [C:1]([O:5][C:6]([N:8]1[CH2:12][C@H:11]([S:13][CH2:14][C:15]2[CH:16]=[CH:17][C:18]([O:21][CH3:22])=[CH:19][CH:20]=2)[CH2:10][C@H:9]1[CH2:23][CH2:24][C:25]([O:27][CH3:28])=[O:26])=[O:7])([CH3:4])([CH3:3])[CH3:2], predict the reactants needed to synthesize it. The reactants are: [C:1]([O:5][C:6]([N:8]1[CH2:12][C@H:11]([S:13][CH2:14][C:15]2[CH:20]=[CH:19][C:18]([O:21][CH3:22])=[CH:17][CH:16]=2)[CH2:10][C@H:9]1/[CH:23]=[CH:24]\[C:25]([O:27][CH2:28]C)=[O:26])=[O:7])([CH3:4])([CH3:3])[CH3:2].[Mg].